This data is from Forward reaction prediction with 1.9M reactions from USPTO patents (1976-2016). The task is: Predict the product of the given reaction. (1) Given the reactants [C:1]([O:5][C:6]([NH:8][C:9]1[CH:10]=[C:11]([CH:15]=[CH:16][CH:17]=1)C(O)=O)=[O:7])([CH3:4])([CH3:3])[CH3:2].[Br:18][C:19]1[CH:20]=[CH:21][C:22]2[O:26][C:25]([C:27](=[O:29])[NH2:28])=[C:24]([NH:30][C:31](C3CN(C(OC(C)(C)C)=O)C3)=[O:32])[C:23]=2[CH:44]=1.C(N1CC(C(O)=O)C1)(OC(C)(C)C)=O, predict the reaction product. The product is: [Br:18][C:19]1[CH:20]=[CH:21][C:22]2[O:26][C:25]([C:27](=[O:29])[NH2:28])=[C:24]([NH:30][C:31]([C:15]3[CH:16]=[CH:17][C:9]([NH:8][C:6](=[O:7])[O:5][C:1]([CH3:2])([CH3:3])[CH3:4])=[CH:10][CH:11]=3)=[O:32])[C:23]=2[CH:44]=1. (2) The product is: [Cl:38][C:24]1[C:25]([NH:27][C:28]2[CH:37]=[CH:36][CH:35]=[CH:34][C:29]=2[C:30]([NH:32][CH3:33])=[O:31])=[N:26][C:21]([NH:1][C:2]2[CH:17]=[CH:16][C:5]3[CH:6]([CH2:14][CH3:15])[C:7](=[O:13])[N:8]([CH2:11][CH3:12])[CH2:9][CH2:10][C:4]=3[C:3]=2[O:18][CH3:19])=[N:22][CH:23]=1. Given the reactants [NH2:1][C:2]1[CH:17]=[CH:16][C:5]2[CH:6]([CH2:14][CH3:15])[C:7](=[O:13])[N:8]([CH2:11][CH3:12])[CH2:9][CH2:10][C:4]=2[C:3]=1[O:18][CH3:19].Cl[C:21]1[N:26]=[C:25]([NH:27][C:28]2[CH:37]=[CH:36][CH:35]=[CH:34][C:29]=2[C:30]([NH:32][CH3:33])=[O:31])[C:24]([Cl:38])=[CH:23][N:22]=1, predict the reaction product. (3) Given the reactants [Cl:1][C:2]1[CH:11]=[C:10]2[C:5]([C:6](=[O:29])[C:7]([CH2:18][NH:19][C:20]([NH:22][CH:23]3[CH2:28][CH2:27][NH:26][CH2:25][CH2:24]3)=[O:21])=[CH:8][N:9]2[C:12]2[CH:17]=[CH:16][CH:15]=[CH:14][CH:13]=2)=[CH:4][CH:3]=1.[C:30](Cl)(=[O:37])[C:31]1[CH:36]=[CH:35][CH:34]=[CH:33][CH:32]=1, predict the reaction product. The product is: [C:30]([N:26]1[CH2:27][CH2:28][CH:23]([NH:22][C:20]([NH:19][CH2:18][C:7]2[C:6](=[O:29])[C:5]3[C:10](=[CH:11][C:2]([Cl:1])=[CH:3][CH:4]=3)[N:9]([C:12]3[CH:13]=[CH:14][CH:15]=[CH:16][CH:17]=3)[CH:8]=2)=[O:21])[CH2:24][CH2:25]1)(=[O:37])[C:31]1[CH:36]=[CH:35][CH:34]=[CH:33][CH:32]=1. (4) Given the reactants [OH:1][C:2]1[CH:3]=[CH:4][C:5]2[N:9]=[C:8]([CH2:10][O:11][C:12]3[CH:13]=[C:14]([CH:19]=[CH:20][CH:21]=3)[C:15]([O:17][CH3:18])=[O:16])[N:7]([CH3:22])[C:6]=2[CH:23]=1.[Br:24][C:25]1[CH:26]=[C:27]([F:32])[C:28](F)=[N:29][CH:30]=1.N1C2C(=CC=C3C=2N=CC=C3)C=CC=1.C(=O)([O-])[O-].[Cs+].[Cs+], predict the reaction product. The product is: [Br:24][C:25]1[CH:26]=[C:27]([F:32])[C:28]([O:1][C:2]2[CH:3]=[CH:4][C:5]3[N:9]=[C:8]([CH2:10][O:11][C:12]4[CH:13]=[C:14]([CH:19]=[CH:20][CH:21]=4)[C:15]([O:17][CH3:18])=[O:16])[N:7]([CH3:22])[C:6]=3[CH:23]=2)=[N:29][CH:30]=1. (5) Given the reactants C[O:2][C:3](=[O:21])[C:4]1[C:9]([O:10][C:11]2[CH:16]=[C:15]([Cl:17])[C:14]([Br:18])=[CH:13][C:12]=2[Cl:19])=[CH:8][C:7]([CH3:20])=[N:6][CH:5]=1.O.O.[OH-].[Li+].Cl, predict the reaction product. The product is: [Br:18][C:14]1[C:15]([Cl:17])=[CH:16][C:11]([O:10][C:9]2[C:4]([C:3]([OH:21])=[O:2])=[CH:5][N:6]=[C:7]([CH3:20])[CH:8]=2)=[C:12]([Cl:19])[CH:13]=1.